Task: Regression. Given two drug SMILES strings and cell line genomic features, predict the synergy score measuring deviation from expected non-interaction effect.. Dataset: NCI-60 drug combinations with 297,098 pairs across 59 cell lines Drug 1: C1C(C(OC1N2C=C(C(=O)NC2=O)F)CO)O. Drug 2: CCCCCOC(=O)NC1=NC(=O)N(C=C1F)C2C(C(C(O2)C)O)O. Cell line: HCT116. Synergy scores: CSS=12.1, Synergy_ZIP=-5.21, Synergy_Bliss=0.135, Synergy_Loewe=-27.8, Synergy_HSA=-3.96.